This data is from Reaction yield outcomes from USPTO patents with 853,638 reactions. The task is: Predict the reaction yield, written as a fraction of the theoretical maximum amount of product (1.0 means a 100% yield; for example, 0.34 means a 34% yield). (1) The reactants are Br[C:2]1[CH:7]=[CH:6][C:5]([F:8])=[CH:4][C:3]=1[CH3:9].[C:10]([Cu])#[N:11]. The catalyst is CN(C=O)C.O. The product is [F:8][C:5]1[CH:6]=[CH:7][C:2]([C:10]#[N:11])=[C:3]([CH3:9])[CH:4]=1. The yield is 0.600. (2) The reactants are [Cl:1][C:2]1[CH:3]=[C:4]([CH:9]([C:22]([F:25])([F:24])[F:23])/[CH:10]=[CH:11]/[C:12]2[CH:20]=[CH:19][C:15]([C:16]([OH:18])=O)=[C:14]([CH3:21])[CH:13]=2)[CH:5]=[C:6]([Cl:8])[CH:7]=1.[F:26][C:27]([F:31])([F:30])[CH2:28][NH2:29].O.ON1C2C=CC=CC=2N=N1.Cl.CN(C)CCCN=C=NCC.CCN(C(C)C)C(C)C. The catalyst is CN(C=O)C.O. The product is [Cl:8][C:6]1[CH:5]=[C:4]([CH:9]([C:22]([F:25])([F:24])[F:23])/[CH:10]=[CH:11]/[C:12]2[CH:20]=[CH:19][C:15]([C:16]([NH:29][CH2:28][C:27]([F:31])([F:30])[F:26])=[O:18])=[C:14]([CH3:21])[CH:13]=2)[CH:3]=[C:2]([Cl:1])[CH:7]=1. The yield is 0.500. (3) The reactants are [Li+].[CH3:2][CH:3]([N-]C(C)C)[CH3:4].[CH3:9][O:10][C:11]1([O:23][CH3:24])[CH2:15][CH2:14][CH:13]([C:16]([O:18][C:19]([CH3:22])([CH3:21])[CH3:20])=[O:17])[CH2:12]1.IC(C)C. The catalyst is C1COCC1.CCOCC. The product is [CH:3]([C:13]1([C:16]([O:18][C:19]([CH3:20])([CH3:21])[CH3:22])=[O:17])[CH2:14][CH2:15][C:11]([O:23][CH3:24])([O:10][CH3:9])[CH2:12]1)([CH3:4])[CH3:2]. The yield is 0.750. (4) The reactants are [CH3:1][C:2]1[CH:11]=[CH:10][C:9]2[C:4](=[CH:5][CH:6]=[CH:7][CH:8]=2)[N:3]=1.[Li+].CC([N-]C(C)C)C.Br[CH2:21][C:22]#[C:23][Si:24]([CH3:27])([CH3:26])[CH3:25]. The catalyst is C1COCC1. The product is [CH3:25][Si:24]([CH3:27])([CH3:26])[C:23]#[C:22][CH2:21][CH2:1][C:2]1[CH:11]=[CH:10][C:9]2[C:4](=[CH:5][CH:6]=[CH:7][CH:8]=2)[N:3]=1. The yield is 0.640. (5) The reactants are Cl.[F:2][C:3]1[CH:4]=[C:5]([N:13]2[CH2:18][CH2:17][O:16][CH2:15][CH2:14]2)[CH:6]=[C:7]([F:12])[C:8]=1[N+:9]([O-])=O. The catalyst is O1CCCC1.[Zn]. The product is [F:12][C:7]1[CH:6]=[C:5]([N:13]2[CH2:14][CH2:15][O:16][CH2:17][CH2:18]2)[CH:4]=[C:3]([F:2])[C:8]=1[NH2:9]. The yield is 0.900.